This data is from Peptide-MHC class II binding affinity with 134,281 pairs from IEDB. The task is: Regression. Given a peptide amino acid sequence and an MHC pseudo amino acid sequence, predict their binding affinity value. This is MHC class II binding data. (1) The peptide sequence is GGQSSFYSDWYQPAC. The MHC is DRB1_0405 with pseudo-sequence DRB1_0405. The binding affinity (normalized) is 0.264. (2) The peptide sequence is LWDIPTPKIIEECEH. The MHC is DRB4_0103 with pseudo-sequence DRB4_0103. The binding affinity (normalized) is 0.365. (3) The peptide sequence is SQPATGAATVAAGAA. The MHC is DRB5_0101 with pseudo-sequence DRB5_0101. The binding affinity (normalized) is 0.0789. (4) The peptide sequence is MAFLRSVSRLAAAVF. The binding affinity (normalized) is 0.616. The MHC is DRB1_0901 with pseudo-sequence DRB1_0901. (5) The peptide sequence is SDAKTLVLNIKYTRP. The binding affinity (normalized) is 0.172. The MHC is DRB1_1602 with pseudo-sequence DRB1_1602. (6) The peptide sequence is NFTVGRIIELFTAKG. The MHC is HLA-DPA10103-DPB10401 with pseudo-sequence HLA-DPA10103-DPB10401. The binding affinity (normalized) is 0.333. (7) The peptide sequence is VPNIIHEAINIALIA. The MHC is DRB1_0101 with pseudo-sequence DRB1_0101. The binding affinity (normalized) is 0.869.